From a dataset of Catalyst prediction with 721,799 reactions and 888 catalyst types from USPTO. Predict which catalyst facilitates the given reaction. (1) Reactant: C[O:2][C:3](=[O:27])[CH:4]=[CH:5][C:6]1[CH:11]=[CH:10][CH:9]=[C:8]([C:12]2[O:13][C:14]3[CH:20]=[CH:19][C:18]([C:21]4[CH:26]=[CH:25][CH:24]=[CH:23][CH:22]=4)=[CH:17][C:15]=3[N:16]=2)[CH:7]=1.CO.[OH-].[Na+]. Product: [C:21]1([C:18]2[CH:19]=[CH:20][C:14]3[O:13][C:12]([C:8]4[CH:7]=[C:6]([CH:5]=[CH:4][C:3]([OH:27])=[O:2])[CH:11]=[CH:10][CH:9]=4)=[N:16][C:15]=3[CH:17]=2)[CH:22]=[CH:23][CH:24]=[CH:25][CH:26]=1. The catalyst class is: 1. (2) Reactant: [F:1][C:2]1[CH:29]=[C:28]([F:30])[CH:27]=[CH:26][C:3]=1[O:4][C:5]1[N:10]=[CH:9][C:8]([NH:11][S:12]([CH2:15][CH3:16])(=[O:14])=[O:13])=[CH:7][C:6]=1B1OC(C)(C)C(C)(C)O1.Br[C:32]1[C:33]2[CH:42]=[CH:41][O:40][C:34]=2[C:35](=[O:39])[N:36]([CH3:38])[CH:37]=1.[O-]P([O-])([O-])=O.[K+].[K+].[K+]. Product: [F:1][C:2]1[CH:29]=[C:28]([F:30])[CH:27]=[CH:26][C:3]=1[O:4][C:5]1[N:10]=[CH:9][C:8]([NH:11][S:12]([CH2:15][CH3:16])(=[O:13])=[O:14])=[CH:7][C:6]=1[C:32]1[C:33]2[CH:42]=[CH:41][O:40][C:34]=2[C:35](=[O:39])[N:36]([CH3:38])[CH:37]=1. The catalyst class is: 117. (3) Reactant: [C:1](OC)(=[O:4])[CH2:2][SH:3].[H-].[Na+].[CH3:9][O:10][C:11]([C:13]1[CH:18]=[CH:17][C:16](Br)=[C:15]([NH2:20])[N:14]=1)=[O:12]. Product: [CH3:9][O:10][C:11]([C:13]1[CH:18]=[CH:17][C:16]2[S:3][CH2:2][C:1](=[O:4])[NH:20][C:15]=2[N:14]=1)=[O:12]. The catalyst class is: 18. (4) Product: [S:8]1[C:3]2[CH:4]=[CH:5][CH:6]=[CH:7][C:2]=2[NH:1][C:9]1=[O:10]. The catalyst class is: 1. Reactant: [NH2:1][C:2]1[CH:7]=[CH:6][CH:5]=[CH:4][C:3]=1[SH:8].[C:9](N1C=CN=C1)(N1C=CN=C1)=[O:10].Cl. (5) Reactant: [CH2:1]([O:8][C:9]([NH:11][C@H:12]([C:16]([O:18][CH2:19][CH2:20][C:21]1[CH:31]=[CH:30][C:24]([C:25]([O:27][CH2:28]Cl)=[O:26])=[CH:23][CH:22]=1)=[O:17])[CH:13]([CH3:15])[CH3:14])=[O:10])[C:2]1[CH:7]=[CH:6][CH:5]=[CH:4][CH:3]=1.[I-:32].[Na+]. Product: [CH2:1]([O:8][C:9]([NH:11][C@H:12]([C:16]([O:18][CH2:19][CH2:20][C:21]1[CH:31]=[CH:30][C:24]([C:25]([O:27][CH2:28][I:32])=[O:26])=[CH:23][CH:22]=1)=[O:17])[CH:13]([CH3:15])[CH3:14])=[O:10])[C:2]1[CH:7]=[CH:6][CH:5]=[CH:4][CH:3]=1. The catalyst class is: 21. (6) Reactant: [Cl:1][C:2]1[CH:3]=[C:4]([NH:8][C:9]([N:11]2[CH2:16][CH2:15][C:14]3[NH:17][N:18]=[C:19]([C:20](O)=[O:21])[C:13]=3[CH2:12]2)=[O:10])[CH:5]=[CH:6][CH:7]=1.[O:23]1[CH2:27][CH2:26][CH:25]([O:28][NH:29][CH3:30])[CH2:24]1.C(P1(=O)OP(CCC)(=O)OP(CCC)(=O)O1)CC. Product: [Cl:1][C:2]1[CH:3]=[C:4]([NH:8][C:9]([N:11]2[CH2:16][CH2:15][C:14]3[NH:17][N:18]=[C:19]([C:20]([N:29]([CH3:30])[O:28][CH:25]4[CH2:26][CH2:27][O:23][CH2:24]4)=[O:21])[C:13]=3[CH2:12]2)=[O:10])[CH:5]=[CH:6][CH:7]=1. The catalyst class is: 2. (7) Reactant: [C:1]1(=[N:7][OH:8])[CH2:6][CH2:5][CH2:4][CH2:3][CH2:2]1.[OH-].[Na+].[CH:11]([C:14]1[CH:19]=[CH:18][CH:17]=[C:16]([CH:20]([CH3:22])[CH3:21])[C:15]=1[N:23]=[C:24]=[N:25][C:26]1[C:31]([CH:32]([CH3:34])[CH3:33])=[CH:30][CH:29]=[CH:28][C:27]=1[CH:35]([CH3:37])[CH3:36])([CH3:13])[CH3:12]. Product: [CH:35]([C:27]1[CH:28]=[CH:29][CH:30]=[C:31]([CH:32]([CH3:34])[CH3:33])[C:26]=1[NH:25][C:24](=[N:23][C:15]1[C:14]([CH:11]([CH3:13])[CH3:12])=[CH:19][CH:18]=[CH:17][C:16]=1[CH:20]([CH3:22])[CH3:21])[O:8][N:7]=[C:1]1[CH2:6][CH2:5][CH2:4][CH2:3][CH2:2]1)([CH3:37])[CH3:36]. The catalyst class is: 1.